This data is from Peptide-MHC class I binding affinity with 185,985 pairs from IEDB/IMGT. The task is: Regression. Given a peptide amino acid sequence and an MHC pseudo amino acid sequence, predict their binding affinity value. This is MHC class I binding data. (1) The peptide sequence is AYIDNYNKV. The MHC is Mamu-B01 with pseudo-sequence Mamu-B01. The binding affinity (normalized) is 0. (2) The peptide sequence is WKAIGAYIL. The MHC is HLA-A24:03 with pseudo-sequence HLA-A24:03. The binding affinity (normalized) is 0.0847. (3) The peptide sequence is RFYKSLRAE. The MHC is Mamu-B3901 with pseudo-sequence Mamu-B3901. The binding affinity (normalized) is 0.0339. (4) The peptide sequence is LIVSLCPTK. The MHC is HLA-A03:01 with pseudo-sequence HLA-A03:01. The binding affinity (normalized) is 0.165. (5) The MHC is HLA-A25:01 with pseudo-sequence HLA-A25:01. The peptide sequence is WAIQCYTGV. The binding affinity (normalized) is 0.0847. (6) The binding affinity (normalized) is 0.0159. The peptide sequence is KVTAASPML. The MHC is HLA-B15:01 with pseudo-sequence YYAMYREISTNTYESNLYLRYDSYTWAEWAYLWY.